Dataset: Full USPTO retrosynthesis dataset with 1.9M reactions from patents (1976-2016). Task: Predict the reactants needed to synthesize the given product. (1) Given the product [N:17]([CH2:2][CH2:3][CH2:4][CH2:5][N:6]1[CH:11]=[CH:10][C:9]([C:12]([O:14][CH3:15])=[O:13])=[CH:8][C:7]1=[O:16])=[N+:18]=[N-:19], predict the reactants needed to synthesize it. The reactants are: Br[CH2:2][CH2:3][CH2:4][CH2:5][N:6]1[CH:11]=[CH:10][C:9]([C:12]([O:14][CH3:15])=[O:13])=[CH:8][C:7]1=[O:16].[N-:17]=[N+:18]=[N-:19].[Na+]. (2) Given the product [CH3:1][O:2][C:3]1[CH:4]=[C:5]([N:11]([C:12]2[C:21]3[C:16](=[CH:17][CH:18]=[CH:19][CH:20]=3)[N:15]=[C:14]([CH3:22])[N:13]=2)[CH3:23])[CH:6]=[CH:7][C:8]=1[O:9][CH3:10], predict the reactants needed to synthesize it. The reactants are: [CH3:1][O:2][C:3]1[CH:4]=[C:5]([NH:11][C:12]2[C:21]3[C:16](=[CH:17][CH:18]=[CH:19][CH:20]=3)[N:15]=[C:14]([CH3:22])[N:13]=2)[CH:6]=[CH:7][C:8]=1[O:9][CH3:10].[CH3:23]I.[H-].[Na+]. (3) Given the product [CH2:56]([NH:58][C:59]([C@@H:61]1[C@@H:18]([OH:26])[C@@H:17]([OH:27])[C@H:16]([N:13]2[CH:12]=[N:11][C:10]3[C:14]2=[N:15][C:7]([N:4]2[CH:5]=[N:6][C:2]([NH2:1])=[N:3]2)=[N:8][C:9]=3[NH:28][CH2:29][CH:30]([C:37]2[CH:42]=[CH:41][CH:40]=[CH:39][CH:38]=2)[C:31]2[CH:36]=[CH:35][CH:34]=[CH:33][CH:32]=2)[O:62]1)=[O:60])[CH3:55], predict the reactants needed to synthesize it. The reactants are: [NH2:1][C:2]1[N:6]=[CH:5][N:4]([C:7]2[N:15]=[C:14]3[C:10]([N:11]=[CH:12][N:13]3[C@@H:16]3C[C@H](NC(=O)CO)[C@@H:18]([OH:26])[C@H:17]3[OH:27])=[C:9]([NH:28][CH2:29][CH:30]([C:37]3[CH:42]=[CH:41][CH:40]=[CH:39][CH:38]=3)[C:31]3[CH:36]=[CH:35][CH:34]=[CH:33][CH:32]=3)[N:8]=2)[N:3]=1.ClC1N=C2C(N=CN2[C@@H]2C[C@H:56]([NH:58][C:59]([CH2:61][O:62]C(=O)C)=[O:60])[C@@H:55](O)[C@H]2O)=C(NCC(C2C=CC=CC=2)C2C=CC=CC=2)N=1. (4) Given the product [OH:1][C@@:2]1([C:9]#[C:10][C:11]2[CH:12]=[C:13]([N:17]3[C:25]4[CH2:24][CH2:23][N:22]([CH2:26][C:27]([OH:30])([CH3:28])[CH3:29])[CH2:21][C:20]=4[C:19]([C:31]([NH2:36])=[O:33])=[N:18]3)[CH:14]=[CH:15][CH:16]=2)[CH2:6][CH2:5][N:4]([CH3:7])[C:3]1=[O:8], predict the reactants needed to synthesize it. The reactants are: [OH:1][C@@:2]1([C:9]#[C:10][C:11]2[CH:12]=[C:13]([N:17]3[C:25]4[CH2:24][CH2:23][N:22]([CH2:26][C:27]([OH:30])([CH3:29])[CH3:28])[CH2:21][C:20]=4[C:19]([C:31]([O:33]CC)=O)=[N:18]3)[CH:14]=[CH:15][CH:16]=2)[CH2:6][CH2:5][N:4]([CH3:7])[C:3]1=[O:8].[NH3:36].